Dataset: NCI-60 drug combinations with 297,098 pairs across 59 cell lines. Task: Regression. Given two drug SMILES strings and cell line genomic features, predict the synergy score measuring deviation from expected non-interaction effect. (1) Drug 1: CC1C(C(=O)NC(C(=O)N2CCCC2C(=O)N(CC(=O)N(C(C(=O)O1)C(C)C)C)C)C(C)C)NC(=O)C3=C4C(=C(C=C3)C)OC5=C(C(=O)C(=C(C5=N4)C(=O)NC6C(OC(=O)C(N(C(=O)CN(C(=O)C7CCCN7C(=O)C(NC6=O)C(C)C)C)C)C(C)C)C)N)C. Drug 2: CC(C)NC(=O)C1=CC=C(C=C1)CNNC.Cl. Cell line: MDA-MB-435. Synergy scores: CSS=30.5, Synergy_ZIP=10.7, Synergy_Bliss=13.0, Synergy_Loewe=-16.0, Synergy_HSA=11.6. (2) Drug 1: C1=NC2=C(N1)C(=S)N=C(N2)N. Drug 2: CC(C)CN1C=NC2=C1C3=CC=CC=C3N=C2N. Cell line: LOX IMVI. Synergy scores: CSS=41.3, Synergy_ZIP=1.85, Synergy_Bliss=-1.39, Synergy_Loewe=-9.50, Synergy_HSA=-0.633.